From a dataset of Catalyst prediction with 721,799 reactions and 888 catalyst types from USPTO. Predict which catalyst facilitates the given reaction. Reactant: [Cl:1][C:2]1[N:10]=[C:9]2[C:5]([N:6]=[CH:7][N:8]2C2CCCCO2)=[C:4]([NH:17][CH:18]([C:20]2[N:21]([C:32]3[CH:37]=[CH:36][CH:35]=[CH:34][CH:33]=3)[C:22](=[O:31])[C:23]3[C:28]([CH:29]=2)=[CH:27][CH:26]=[CH:25][C:24]=3[CH3:30])[CH3:19])[N:3]=1.C([O-])(O)=O.[Na+].[Cl:43][C:44]1[N:52]=[C:51]2[C:47]([N:48]=[CH:49][NH:50]2)=[C:46]([NH:53][CH:54]([C:56]2[N:57]([C:68]3[CH:73]=[CH:72][CH:71]=[CH:70][CH:69]=3)[C:58](=[O:67])[C:59]3[C:64]([CH:65]=2)=[CH:63][CH:62]=[CH:61][C:60]=3[CH3:66])[CH3:55])[N:45]=1. Product: [Cl:1][C:2]1[N:10]=[C:9]2[C:5]([N:6]=[CH:7][NH:8]2)=[C:4]([NH:17][C@H:18]([C:20]2[N:21]([C:32]3[CH:37]=[CH:36][CH:35]=[CH:34][CH:33]=3)[C:22](=[O:31])[C:23]3[C:28]([CH:29]=2)=[CH:27][CH:26]=[CH:25][C:24]=3[CH3:30])[CH3:19])[N:3]=1.[Cl:43][C:44]1[N:52]=[C:51]2[C:47]([N:48]=[CH:49][NH:50]2)=[C:46]([NH:53][CH:54]([C:56]2[N:57]([C:68]3[CH:73]=[CH:72][CH:71]=[CH:70][CH:69]=3)[C:58](=[O:67])[C:59]3[C:64]([CH:65]=2)=[CH:63][CH:62]=[CH:61][C:60]=3[CH3:66])[CH3:55])[N:45]=1. The catalyst class is: 422.